From a dataset of Aqueous solubility values for 9,982 compounds from the AqSolDB database. Regression/Classification. Given a drug SMILES string, predict its absorption, distribution, metabolism, or excretion properties. Task type varies by dataset: regression for continuous measurements (e.g., permeability, clearance, half-life) or binary classification for categorical outcomes (e.g., BBB penetration, CYP inhibition). For this dataset (solubility_aqsoldb), we predict Y. The drug is CC(C#N)NC=O. The Y is 1.01 log mol/L.